This data is from Reaction yield outcomes from USPTO patents with 853,638 reactions. The task is: Predict the reaction yield, written as a fraction of the theoretical maximum amount of product (1.0 means a 100% yield; for example, 0.34 means a 34% yield). (1) The reactants are [OH:1][C@@H:2]1[C:10]2[C:5](=[CH:6][CH:7]=[CH:8][CH:9]=2)[CH2:4][C@@:3]1([CH2:20][C:21]1[CH:29]=[CH:28][C:24]([C:25]([OH:27])=[O:26])=[CH:23][CH:22]=1)[C:11]1[CH2:12][C:13]2[C:18]([CH:19]=1)=[CH:17][CH:16]=[CH:15][CH:14]=2.C1CCC(N=C=NC2CCCCC2)CC1.C1C2C(COC([NH:62][C@H:63]([C:67](O)=[O:68])[CH:64]([CH3:66])[CH3:65])=O)C3C(=CC=CC=3)C=2C=CC=1. The catalyst is CN(C1C=CN=CC=1)C.C(OCC)(=O)C. The product is [NH2:62][C@H:63]([C:67]([O:1][C@@H:2]1[C:10]2[C:5](=[CH:6][CH:7]=[CH:8][CH:9]=2)[CH2:4][C@@:3]1([CH2:20][C:21]1[CH:29]=[CH:28][C:24]([C:25]([OH:27])=[O:26])=[CH:23][CH:22]=1)[C:11]1[CH2:12][C:13]2[C:18]([CH:19]=1)=[CH:17][CH:16]=[CH:15][CH:14]=2)=[O:68])[CH:64]([CH3:66])[CH3:65]. The yield is 0.360. (2) The reactants are Br[C:2]1[CH:3]=[C:4]2[C:9](=[N:10][C:11]=1[CH3:12])[N:8]=[CH:7][C:6]([C:13]([NH:15][CH2:16][C:17]1[CH:22]=[CH:21][C:20]([Cl:23])=[CH:19][CH:18]=1)=[O:14])=[C:5]2[OH:24].[CH2:25]([OH:28])[C:26]#[CH:27].C(N(CC)CC)C. The catalyst is CN(C=O)C.Cl[Pd](Cl)([P](C1C=CC=CC=1)(C1C=CC=CC=1)C1C=CC=CC=1)[P](C1C=CC=CC=1)(C1C=CC=CC=1)C1C=CC=CC=1. The product is [Cl:23][C:20]1[CH:21]=[CH:22][C:17]([CH2:16][NH:15][C:13]([C:6]2[CH:7]=[N:8][C:9]3[C:4]([C:5]=2[OH:24])=[CH:3][C:2]([C:27]#[C:26][CH2:25][OH:28])=[C:11]([CH3:12])[N:10]=3)=[O:14])=[CH:18][CH:19]=1. The yield is 0.350. (3) The reactants are [CH3:1][CH:2]([C:4]1[CH:9]=[CH:8][C:7]([S:10](Cl)(=[O:12])=[O:11])=[CH:6][CH:5]=1)[CH3:3].[I:14][C:15]1[CH:21]=[C:20]([C:22]([F:25])([F:24])[F:23])[CH:19]=[CH:18][C:16]=1[NH2:17].Cl. The catalyst is N1C=CC=CC=1. The product is [I:14][C:15]1[CH:21]=[C:20]([C:22]([F:24])([F:25])[F:23])[CH:19]=[CH:18][C:16]=1[NH:17][S:10]([C:7]1[CH:8]=[CH:9][C:4]([CH:2]([CH3:3])[CH3:1])=[CH:5][CH:6]=1)(=[O:12])=[O:11]. The yield is 0.550. (4) The reactants are Cl.C([O:4][C:5]([C:7]1[C:8](=[O:21])[N:9]([CH3:20])[C:10]2[C:15]([C:16]=1[OH:17])=[C:14]([O:18][CH3:19])[CH:13]=[CH:12][CH:11]=2)=[O:6])C. The catalyst is C(OC(=O)C)(=O)C. The product is [OH:17][C:16]1[C:15]2[C:10](=[CH:11][CH:12]=[CH:13][C:14]=2[O:18][CH3:19])[N:9]([CH3:20])[C:8](=[O:21])[C:7]=1[C:5]([OH:6])=[O:4]. The yield is 0.770. (5) The reactants are [O:1]=[C:2]1[C:6]2([CH2:11][CH2:10][NH:9][CH2:8][CH2:7]2)[N:5]([C:12]2[CH:17]=[CH:16][CH:15]=[CH:14][CH:13]=2)[CH2:4][N:3]1[CH2:18][C:19]1[CH:31]=[CH:30][CH:29]=[CH:28][C:20]=1[C:21]([O:23][C:24]([CH3:27])([CH3:26])[CH3:25])=[O:22].[I-].[Na+].C(=O)([O-])[O-].[K+].[K+].Cl[CH2:41][CH2:42][CH2:43][N:44]1[C:52]2[C:47](=[CH:48][CH:49]=[CH:50][CH:51]=2)[C:46]([CH3:54])([CH3:53])[C:45]1=[O:55]. The catalyst is CC(=O)CC. The product is [CH3:54][C:46]1([CH3:53])[C:47]2[C:52](=[CH:51][CH:50]=[CH:49][CH:48]=2)[N:44]([CH2:43][CH2:42][CH2:41][N:9]2[CH2:8][CH2:7][C:6]3([N:5]([C:12]4[CH:13]=[CH:14][CH:15]=[CH:16][CH:17]=4)[CH2:4][N:3]([CH2:18][C:19]4[CH:31]=[CH:30][CH:29]=[CH:28][C:20]=4[C:21]([O:23][C:24]([CH3:27])([CH3:25])[CH3:26])=[O:22])[C:2]3=[O:1])[CH2:11][CH2:10]2)[C:45]1=[O:55]. The yield is 0.690. (6) The reactants are [NH2:1][CH2:2][CH2:3][C:4]1[C:5]([NH:11][C@@H:12]2[C:20]3[C:15](=[CH:16][CH:17]=[CH:18][CH:19]=3)[CH2:14][CH2:13]2)=[N:6][CH:7]=[N:8][C:9]=1Cl.C(N(CC)C(C)C)(C)C. The catalyst is O1CCOCC1. The product is [C@@H:12]1([NH:11][C:5]2[C:4]3[CH2:3][CH2:2][NH:1][C:9]=3[N:8]=[CH:7][N:6]=2)[C:20]2[C:15](=[CH:16][CH:17]=[CH:18][CH:19]=2)[CH2:14][CH2:13]1. The yield is 0.930.